Task: Predict the reactants needed to synthesize the given product.. Dataset: Full USPTO retrosynthesis dataset with 1.9M reactions from patents (1976-2016) Given the product [C:1]([C@@H:3]([NH:8][C:9]([C@@H:11]1[CH2:16][CH2:15][CH2:14][CH2:13][C@@H:12]1[NH:17][C:18]([C:20]1[N:21]([CH3:29])[C:22]2[C:27]([CH:28]=1)=[CH:26][CH:25]=[CH:24][CH:23]=2)=[O:19])=[O:10])[CH2:4][CH2:5][S:32]([CH3:36])(=[O:34])=[O:31])#[N:2], predict the reactants needed to synthesize it. The reactants are: [C:1]([C@@H:3]([NH:8][C:9]([C@@H:11]1[CH2:16][CH2:15][CH2:14][CH2:13][C@@H:12]1[NH:17][C:18]([C:20]1[N:21]([CH3:29])[C:22]2[C:27]([CH:28]=1)=[CH:26][CH:25]=[CH:24][CH:23]=2)=[O:19])=[O:10])[CH2:4][CH2:5]SC)#[N:2].O[O:31][S:32]([O-:34])=O.[K+].[CH2:36]1COCC1.